From a dataset of Forward reaction prediction with 1.9M reactions from USPTO patents (1976-2016). Predict the product of the given reaction. The product is: [OH:40][C:41]1[C:42]([C:43]([O:45][CH3:46])=[O:44])=[C:47]([CH:48]=[CH:49][CH:50]=1)[O:20][CH2:19][CH2:18][CH2:17][C:13]1[CH:12]=[C:11]([C:9]2[O:8][N:7]=[C:6]([C:4]([OH:3])=[O:5])[CH:10]=2)[CH:16]=[CH:15][CH:14]=1. Given the reactants C([O:3][C:4]([C:6]1[CH:10]=[C:9]([C:11]2[CH:16]=[CH:15][CH:14]=[C:13]([CH2:17][CH2:18][CH2:19][OH:20])[CH:12]=2)[O:8][N:7]=1)=[O:5])C.C1(P(C2C=CC=CC=2)C2C=CC=CC=2)C=CC=CC=1.[OH:40][C:41]1[CH:50]=[CH:49][CH:48]=[C:47](O)[C:42]=1[C:43]([O:45][CH3:46])=[O:44].CCOC(/N=N/C(OCC)=O)=O, predict the reaction product.